From a dataset of Forward reaction prediction with 1.9M reactions from USPTO patents (1976-2016). Predict the product of the given reaction. (1) Given the reactants [C:1]1([C:7]([NH2:20])([C:14]2[CH:19]=[CH:18][CH:17]=[CH:16][CH:15]=2)[C:8]2[CH:13]=[CH:12][CH:11]=[CH:10][CH:9]=2)[CH:6]=[CH:5][CH:4]=[CH:3][CH:2]=1.I[CH2:22][CH3:23], predict the reaction product. The product is: [C:1]1([C:7]([C:8]2[CH:13]=[CH:12][CH:11]=[CH:10][CH:9]=2)([C:14]2[CH:15]=[CH:16][CH:17]=[CH:18][CH:19]=2)[NH:20][CH2:22][CH3:23])[CH:6]=[CH:5][CH:4]=[CH:3][CH:2]=1. (2) The product is: [CH3:1][O:2][C:3]1[CH:4]=[C:5]2[C:10](=[CH:11][C:12]=1[O:13][CH3:14])[N:9]=[CH:8][CH:7]=[C:6]2[O:15][C:16]1[CH:22]=[CH:21][C:19]([NH:20][C:27](=[O:33])[O:26][C:24]2[CH:39]=[CH:40][CH:35]=[CH:36][CH:37]=2)=[CH:18][CH:17]=1. Given the reactants [CH3:1][O:2][C:3]1[CH:4]=[C:5]2[C:10](=[CH:11][C:12]=1[O:13][CH3:14])[N:9]=[CH:8][CH:7]=[C:6]2[O:15][C:16]1[CH:22]=[CH:21][C:19]([NH2:20])=[CH:18][CH:17]=1.Cl[C:24](Cl)([O:26][C:27](=[O:33])OC(Cl)(Cl)Cl)Cl.[C:35]1(O)[CH:40]=[CH:39]C=[CH:37][CH:36]=1.C(=O)(O)[O-].[Na+], predict the reaction product. (3) The product is: [CH:1]([N:4]1[C:8]([C:9]2[N:10]=[C:11]3[C:17]4[CH:18]=[CH:19][C:20]([CH2:22][C:23]([NH2:36])=[O:25])=[CH:21][C:16]=4[O:15][CH2:14][CH2:13][N:12]3[CH:26]=2)=[N:7][C:6]([CH3:27])=[N:5]1)([CH3:2])[CH3:3]. Given the reactants [CH:1]([N:4]1[C:8]([C:9]2[N:10]=[C:11]3[C:17]4[CH:18]=[CH:19][C:20]([CH2:22][C:23]([OH:25])=O)=[CH:21][C:16]=4[O:15][CH2:14][CH2:13][N:12]3[CH:26]=2)=[N:7][C:6]([CH3:27])=[N:5]1)([CH3:3])[CH3:2].F[P-](F)(F)(F)(F)F.C[N+:36](C)=C(N(C)C)ON1C2N=CC=CC=2N=N1.[Cl-].[NH4+].C(N(CC)CC)C, predict the reaction product. (4) Given the reactants [O-][CH2:2]C.[Na+].[Na].CN(/[CH:9]=[CH:10]/[C:11]([C:13]1[N:18]=[CH:17][CH:16]=[CH:15][CH:14]=1)=O)C.[NH2:19][C:20]([NH2:22])=[S:21].IC, predict the reaction product. The product is: [CH3:2][S:21][C:20]1[N:22]=[C:11]([C:13]2[CH:14]=[CH:15][CH:16]=[CH:17][N:18]=2)[CH:10]=[CH:9][N:19]=1. (5) The product is: [CH3:5][O:4][C:2]([NH:6][C:7]1[CH:15]=[CH:14][C:13]([C:46]2[CH:47]=[C:48]3[C:40]([C:35]4[CH:36]=[CH:37][CH:38]=[CH:39][C:34]=4[O:33][CH3:32])=[CH:41][N:42]([S:58]([C:61]4[CH:62]=[CH:63][C:64]([CH3:67])=[CH:65][CH:66]=4)(=[O:60])=[O:59])[C:43]3=[N:44][CH:45]=2)=[CH:12][C:8]=1[C:9]([OH:11])=[O:10])=[O:3]. Given the reactants Cl[C:2]([O:4][CH3:5])=[O:3].[NH2:6][C:7]1[CH:15]=[CH:14][C:13](I)=[CH:12][C:8]=1[C:9]([OH:11])=[O:10].C(N(C(C)C)CC)(C)C.C(=O)([O-])[O-].[K+].[K+].[CH3:32][O:33][C:34]1[CH:39]=[CH:38][CH:37]=[CH:36][C:35]=1[C:40]1[C:48]2[C:43](=[N:44][CH:45]=[C:46](B3OC(C)(C)C(C)(C)O3)[CH:47]=2)[N:42]([S:58]([C:61]2[CH:66]=[CH:65][C:64]([CH3:67])=[CH:63][CH:62]=2)(=[O:60])=[O:59])[CH:41]=1, predict the reaction product. (6) Given the reactants [CH3:1][C:2]1[CH:6]=[C:5]([C:7]([F:10])([F:9])[F:8])[N:4]([C:11]2[CH:16]=[CH:15][C:14]([OH:17])=[CH:13][CH:12]=2)[N:3]=1.Cl.Cl[CH2:20][CH2:21][N:22]1[CH2:27][CH2:26][CH2:25][CH2:24][CH2:23]1, predict the reaction product. The product is: [CH3:1][C:2]1[CH:6]=[C:5]([C:7]([F:8])([F:10])[F:9])[N:4]([C:11]2[CH:16]=[CH:15][C:14]([O:17][CH2:20][CH2:21][N:22]3[CH2:27][CH2:26][CH2:25][CH2:24][CH2:23]3)=[CH:13][CH:12]=2)[N:3]=1. (7) Given the reactants C(OC(=O)C)(=O)C.[Br:8][C:9]1[CH:15]=[CH:14][C:12]([NH2:13])=[C:11]([CH3:16])[C:10]=1[CH3:17].C([O-])(=O)C.[K+].C1OCCOCCOCCOCCOCCOC1.[N:41](OC(C)(C)C)=O.Cl, predict the reaction product. The product is: [Br:8][C:9]1[C:10]([CH3:17])=[C:11]2[C:12](=[CH:14][CH:15]=1)[NH:13][N:41]=[CH:16]2. (8) Given the reactants [CH3:1][O:2][CH2:3][CH2:4][CH2:5][O:6][C:7]1[CH:8]=[C:9]([CH:27]=[CH:28][C:29]=1[O:30][CH3:31])[CH2:10][C@H:11]([CH:24]([CH3:26])[CH3:25])[CH2:12][CH:13]([NH:16][C:17](=[O:23])[O:18][C:19]([CH3:22])([CH3:21])[CH3:20])[CH:14]=[O:15].[CH2:32]1COCC1, predict the reaction product. The product is: [CH3:1][O:2][CH2:3][CH2:4][CH2:5][O:6][C:7]1[CH:8]=[C:9]([CH:27]=[CH:28][C:29]=1[O:30][CH3:31])[CH2:10][C@H:11]([CH:24]([CH3:26])[CH3:25])[CH2:12][CH:13]([NH:16][C:17](=[O:23])[O:18][C:19]([CH3:22])([CH3:21])[CH3:20])[CH:14]1[CH2:32][O:15]1. (9) The product is: [F:1][C:2]1[C:7]2[N:8]=[CH:9][S:10][C:6]=2[C:5]([OH:11])=[CH:4][CH:3]=1. Given the reactants [F:1][C:2]1[C:7]2[N:8]=[CH:9][S:10][C:6]=2[C:5]([O:11]C)=[CH:4][CH:3]=1.[Cl-].[Al+3].[Cl-].[Cl-], predict the reaction product. (10) Given the reactants Cl.[NH2:2][CH2:3][C@@H:4]([C:6]1[C:14]2[S:13][C:12](=[O:15])[NH:11][C:10]=2[C:9]([O:16][CH2:17][C:18]2[CH:23]=[CH:22][CH:21]=[CH:20][CH:19]=2)=[CH:8][CH:7]=1)[OH:5].[CH2:24]([N:28]([CH2:42][CH:43]=O)[C:29](=[O:41])[CH2:30][CH2:31][O:32][CH2:33][CH2:34][C:35]1[CH:40]=[CH:39][CH:38]=[CH:37][CH:36]=1)[CH2:25][CH2:26][CH3:27].C([BH3-])#N.[Na+], predict the reaction product. The product is: [CH2:17]([O:16][C:9]1[C:10]2[NH:11][C:12](=[O:15])[S:13][C:14]=2[C:6]([CH:4]([OH:5])[CH2:3][NH:2][CH2:43][CH2:42][N:28]([CH2:24][CH2:25][CH2:26][CH3:27])[C:29](=[O:41])[CH2:30][CH2:31][O:32][CH2:33][CH2:34][C:35]2[CH:36]=[CH:37][CH:38]=[CH:39][CH:40]=2)=[CH:7][CH:8]=1)[C:18]1[CH:19]=[CH:20][CH:21]=[CH:22][CH:23]=1.